Predict the reaction yield, written as a fraction of the theoretical maximum amount of product (1.0 means a 100% yield; for example, 0.34 means a 34% yield). From a dataset of Reaction yield outcomes from USPTO patents with 853,638 reactions. The reactants are Cl[C:2]1[C:11]2[C:6](=[CH:7][C:8]([O:14][CH3:15])=[C:9]([O:12][CH3:13])[CH:10]=2)[N:5]=[CH:4][CH:3]=1.[CH3:16][C:17]1[CH:22]=[CH:21][C:20]([OH:23])=[C:19]([N+:24]([O-:26])=[O:25])[CH:18]=1.O. The catalyst is ClC1C=CC=CC=1Cl. The product is [CH3:13][O:12][C:9]1[CH:10]=[C:11]2[C:6](=[CH:7][C:8]=1[O:14][CH3:15])[N:5]=[CH:4][CH:3]=[C:2]2[O:23][C:20]1[CH:21]=[CH:22][C:17]([CH3:16])=[CH:18][C:19]=1[N+:24]([O-:26])=[O:25]. The yield is 0.270.